The task is: Predict the product of the given reaction.. This data is from Forward reaction prediction with 1.9M reactions from USPTO patents (1976-2016). (1) The product is: [CH2:1]([O:8][C:9]1[C:10]([C@:18]2([CH2:38][O:39][CH2:40][C:41]3[CH:46]=[CH:45][CH:44]=[CH:43][CH:42]=3)[C:26]3[C:21](=[CH:22][CH:23]=[CH:24][CH:25]=3)[N:20]([CH2:27][C:28]3[O:29][C:30]([C:33]([F:34])([F:35])[F:36])=[CH:31][CH:32]=3)[C:19]2=[O:37])=[CH:11][C:12]2[O:16][CH2:15][O:14][C:13]=2[CH:17]=1)[C:2]1[CH:7]=[CH:6][CH:5]=[CH:4][CH:3]=1. Given the reactants [CH2:1]([O:8][C:9]1[C:10]([C:18]2([CH2:38][O:39][CH2:40][C:41]3[CH:46]=[CH:45][CH:44]=[CH:43][CH:42]=3)[C:26]3[C:21](=[CH:22][CH:23]=[CH:24][CH:25]=3)[N:20]([CH2:27][C:28]3[O:29][C:30]([C:33]([F:36])([F:35])[F:34])=[CH:31][CH:32]=3)[C:19]2=[O:37])=[CH:11][C:12]2[O:16][CH2:15][O:14][C:13]=2[CH:17]=1)[C:2]1[CH:7]=[CH:6][CH:5]=[CH:4][CH:3]=1, predict the reaction product. (2) Given the reactants C([O:8][C:9](=[O:42])[CH:10]([N:14]([CH2:24][CH2:25][C@@H:26]1[CH2:31][C@H:30]([CH2:32][C:33]([O:35][C:36]([CH3:39])([CH3:38])[CH3:37])=[O:34])[O:29][C:28]([CH3:41])([CH3:40])[O:27]1)[C:15](=[O:23])[C:16]1[CH:21]=[CH:20][C:19]([F:22])=[CH:18][CH:17]=1)[CH:11]([CH3:13])[CH3:12])C1C=CC=CC=1.[H][H], predict the reaction product. The product is: [C:36]([O:35][C:33]([CH2:32][C@@H:30]1[O:29][C:28]([CH3:40])([CH3:41])[O:27][C@H:26]([CH2:25][CH2:24][N:14]([C:15](=[O:23])[C:16]2[CH:21]=[CH:20][C:19]([F:22])=[CH:18][CH:17]=2)[CH:10]([CH:11]([CH3:13])[CH3:12])[C:9]([OH:42])=[O:8])[CH2:31]1)=[O:34])([CH3:38])([CH3:39])[CH3:37].